This data is from Full USPTO retrosynthesis dataset with 1.9M reactions from patents (1976-2016). The task is: Predict the reactants needed to synthesize the given product. (1) The reactants are: [N+:1]([C:4]1[CH:12]=[C:11]2[C:7]([CH2:8][CH2:9][NH:10]2)=[CH:6][CH:5]=1)([O-:3])=[O:2].[CH3:13][N:14]1[CH2:19][CH2:18][C:17](=O)[CH2:16][CH2:15]1.C([O-])(O)=O.[Na+]. Given the product [CH3:13][N:14]1[CH2:19][CH2:18][CH:17]([N:10]2[C:11]3[C:7](=[CH:6][CH:5]=[C:4]([N+:1]([O-:3])=[O:2])[CH:12]=3)[CH2:8][CH2:9]2)[CH2:16][CH2:15]1, predict the reactants needed to synthesize it. (2) Given the product [CH3:29][C@@:14]12[C@@H:10]([C@H:2]([CH3:1])[CH:33]=[O:34])[CH2:11][CH2:12][C@H:13]1[C:18](=[O:30])[CH2:17][CH2:16][CH2:15]2, predict the reactants needed to synthesize it. The reactants are: [CH3:1][C@@H:2]([C@@H:10]1[C@@:14]2([CH3:29])[CH2:15][CH2:16][CH2:17]/[C:18](=C\C=C3\C[C@@H](O)CCC\3=C)/[C@@H:13]2[CH2:12][CH2:11]1)/C=C/[C@@H](C(C)C)C.[O:30]=[O+][O-].[CH3:33][OH:34]. (3) Given the product [I:1][C:2]1[C:7]2[C:8](=[O:19])[C:9]3[CH:16]=[CH:15][CH:14]=[CH:13][C:10]=3[CH2:11][CH2:12][C:6]=2[C:5]([C:25]([O:26][CH3:23])=[O:28])=[CH:4][CH:3]=1, predict the reactants needed to synthesize it. The reactants are: [I:1][C:2]1[C:7]2[C:8](=[O:19])[C:9]3[CH:16]=[CH:15][CH:14]=[C:13](C=O)[C:10]=3[CH2:11][CH2:12][C:6]=2[CH:5]=[CH:4][CH:3]=1.Cl[O-].[Na+].[CH3:23]I.[C:25](=[O:28])([O-])[O-:26].[K+].[K+]. (4) Given the product [CH3:24][C:25]1[C:30]([CH3:31])=[CH:29][CH:28]=[CH:27][C:26]=1[N:32]1[CH2:33][CH2:34][N:35]([CH2:3][CH:2]([OH:1])[CH2:4][CH2:5][N:6]2[C:14](=[O:15])[C:13]3[C:8](=[CH:9][CH:10]=[CH:11][CH:12]=3)[C:7]2=[O:16])[CH2:36][CH2:37]1, predict the reactants needed to synthesize it. The reactants are: [O:1]1[CH2:3][CH:2]1[CH2:4][CH2:5][N:6]1[C:14](=[O:15])[C:13]2[C:8](=[CH:9][CH:10]=[CH:11][CH:12]=2)[C:7]1=[O:16].C(=O)([O-])[O-].[K+].[K+].Cl.[CH3:24][C:25]1[C:30]([CH3:31])=[CH:29][CH:28]=[CH:27][C:26]=1[N:32]1[CH2:37][CH2:36][NH:35][CH2:34][CH2:33]1.